From a dataset of Full USPTO retrosynthesis dataset with 1.9M reactions from patents (1976-2016). Predict the reactants needed to synthesize the given product. (1) The reactants are: [Cl:1][C:2]1[CH:3]=[C:4]([C@@H:12]([CH2:26][CH:27]2[CH2:31][CH2:30][CH2:29][CH2:28]2)[C:13]([NH:15][C:16]2[CH:20]=[CH:19][N:18]([CH2:21][CH2:22][C:23](O)=[O:24])[N:17]=2)=[O:14])[CH:5]=[CH:6][C:7]=1[S:8]([CH3:11])(=[O:10])=[O:9].C(Cl)(=O)C(Cl)=O.N1C(C)=CC=CC=1C.[CH2:46]([NH2:53])[C:47]1[CH:52]=[CH:51][CH:50]=[CH:49][CH:48]=1. Given the product [CH2:46]([NH:53][C:23]([CH2:22][CH2:21][N:18]1[CH:19]=[CH:20][C:16]([NH:15][C:13](=[O:14])[C@@H:12]([C:4]2[CH:5]=[CH:6][C:7]([S:8]([CH3:11])(=[O:9])=[O:10])=[C:2]([Cl:1])[CH:3]=2)[CH2:26][CH:27]2[CH2:31][CH2:30][CH2:29][CH2:28]2)=[N:17]1)=[O:24])[C:47]1[CH:52]=[CH:51][CH:50]=[CH:49][CH:48]=1, predict the reactants needed to synthesize it. (2) Given the product [NH2:2][CH2:1][C:3]1[C:4]([CH3:18])=[CH:5][C:6]([NH:10][C:11](=[O:17])[O:12][C:13]([CH3:14])([CH3:15])[CH3:16])=[N:7][C:8]=1[CH3:9], predict the reactants needed to synthesize it. The reactants are: [C:1]([C:3]1[C:4]([CH3:18])=[CH:5][C:6]([NH:10][C:11](=[O:17])[O:12][C:13]([CH3:16])([CH3:15])[CH3:14])=[N:7][C:8]=1[CH3:9])#[N:2].